Predict the reactants needed to synthesize the given product. From a dataset of Full USPTO retrosynthesis dataset with 1.9M reactions from patents (1976-2016). (1) Given the product [C:32]([Si:29]([CH3:31])([CH3:30])[N:14]1[C:15]2[C:20](=[CH:19][CH:18]=[C:17]([O:21][Si:22]([C:25]([CH3:28])([CH3:27])[CH3:26])([CH3:24])[CH3:23])[CH:16]=2)[C:12]([CH3:1])=[CH:13]1)([CH3:35])([CH3:34])[CH3:33], predict the reactants needed to synthesize it. The reactants are: [C:1]([Li])(C)(C)C.CCCCC.Br[C:12]1[C:20]2[C:15](=[CH:16][C:17]([O:21][Si:22]([C:25]([CH3:28])([CH3:27])[CH3:26])([CH3:24])[CH3:23])=[CH:18][CH:19]=2)[N:14]([Si:29]([C:32]([CH3:35])([CH3:34])[CH3:33])([CH3:31])[CH3:30])[CH:13]=1.CI. (2) Given the product [Br:27][C:28]1[CH:37]=[CH:36][C:31]([C:32]([O:34][CH3:35])=[O:33])=[C:30]([CH2:38][N:11]2[C:10](=[O:13])[N:9]([CH2:14][C@H:15]([OH:20])[C:16]([F:18])([F:19])[F:17])[C:8]([C:5]3[CH:6]=[CH:7][C:2]([Cl:1])=[CH:3][CH:4]=3)=[N:12]2)[CH:29]=1, predict the reactants needed to synthesize it. The reactants are: [Cl:1][C:2]1[CH:7]=[CH:6][C:5]([C:8]2[N:9]([CH2:14][C@H:15]([OH:20])[C:16]([F:19])([F:18])[F:17])[C:10](=[O:13])[NH:11][N:12]=2)=[CH:4][CH:3]=1.C(=O)([O-])[O-].[Cs+].[Cs+].[Br:27][C:28]1[CH:37]=[CH:36][C:31]([C:32]([O:34][CH3:35])=[O:33])=[C:30]([CH2:38]Br)[CH:29]=1.O. (3) Given the product [Cl:1][C:2]1[CH:3]=[C:4]([CH:26]=[CH:27][C:28]=1[F:29])[CH2:5][C:6]1[S:7][C:8]2[C:14]([C:15]3[CH:16]=[C:17]([CH:23]=[CH:24][CH:25]=3)[C:18]([OH:20])=[O:19])=[CH:13][CH:12]=[CH:11][C:9]=2[CH:10]=1.[NH2:62][C:60](=[O:61])[CH2:59][NH:58][C:47](=[O:49])[C:46]1[CH:50]=[CH:51][CH:52]=[C:44]([C:43]2[C:37]3[S:36][C:35]([CH2:34][C:33]4[CH:53]=[CH:54][C:55]([F:56])=[C:31]([Cl:30])[CH:32]=4)=[CH:39][C:38]=3[CH:40]=[CH:41][CH:42]=2)[CH:45]=1, predict the reactants needed to synthesize it. The reactants are: [Cl:1][C:2]1[CH:3]=[C:4]([CH:26]=[CH:27][C:28]=1[F:29])[CH2:5][C:6]1[S:7][C:8]2[C:14]([C:15]3[CH:16]=[C:17]([CH:23]=[CH:24][CH:25]=3)[C:18]([O:20]CC)=[O:19])=[CH:13][CH:12]=[CH:11][C:9]=2[CH:10]=1.[Cl:30][C:31]1[CH:32]=[C:33]([CH:53]=[CH:54][C:55]=1[F:56])[CH2:34][C:35]1[S:36][C:37]2[C:43]([C:44]3[CH:45]=[C:46]([CH:50]=[CH:51][CH:52]=3)[C:47]([OH:49])=O)=[CH:42][CH:41]=[CH:40][C:38]=2[CH:39]=1.Cl.[NH2:58][CH2:59][C:60]([NH2:62])=[O:61].